Dataset: Peptide-MHC class I binding affinity with 185,985 pairs from IEDB/IMGT. Task: Regression. Given a peptide amino acid sequence and an MHC pseudo amino acid sequence, predict their binding affinity value. This is MHC class I binding data. (1) The peptide sequence is KLGEFLERL. The MHC is HLA-A02:06 with pseudo-sequence HLA-A02:06. The binding affinity (normalized) is 0.552. (2) The peptide sequence is GIPITIRVT. The MHC is HLA-A02:01 with pseudo-sequence HLA-A02:01. The binding affinity (normalized) is 0.0909. (3) The peptide sequence is GRFQEALKK. The MHC is HLA-A02:11 with pseudo-sequence HLA-A02:11. The binding affinity (normalized) is 0.0847. (4) The peptide sequence is HYDAPVFPI. The MHC is HLA-A26:03 with pseudo-sequence HLA-A26:03. The binding affinity (normalized) is 0.0847.